Dataset: Reaction yield outcomes from USPTO patents with 853,638 reactions. Task: Predict the reaction yield, written as a fraction of the theoretical maximum amount of product (1.0 means a 100% yield; for example, 0.34 means a 34% yield). (1) The catalyst is CN1C(=O)CCC1. The reactants are Cl[C:2]1[CH:13]=[CH:12][C:5]([C:6]([O:8][CH:9]([CH3:11])[CH3:10])=[O:7])=[CH:4][C:3]=1[N+:14]([O-:16])=[O:15].[N:17]1([C:23]2[CH:24]=[C:25]([CH:27]=[CH:28][CH:29]=2)[NH2:26])[CH2:22][CH2:21][CH2:20][CH2:19][CH2:18]1.C(N(CC)CC)C. The product is [N+:14]([C:3]1[CH:4]=[C:5]([CH:12]=[CH:13][C:2]=1[NH:26][C:25]1[CH:27]=[CH:28][CH:29]=[C:23]([N:17]2[CH2:22][CH2:21][CH2:20][CH2:19][CH2:18]2)[CH:24]=1)[C:6]([O:8][CH:9]([CH3:11])[CH3:10])=[O:7])([O-:16])=[O:15]. The yield is 0.540. (2) The reactants are [C:1]([C:3]1[C:8]2[N:9]([CH2:12][C:13]([OH:15])=O)[CH:10]=[N:11][C:7]=2[CH:6]=[CH:5][CH:4]=1)#[N:2].CCN(C(C)C)C(C)C.C(Cl)(=O)C(C)(C)C.[NH2:32][CH2:33][C:34]1[CH:39]=[CH:38][C:37]([C:40]([CH3:44])([CH3:43])[C:41]#[N:42])=[CH:36][C:35]=1[CH3:45]. The catalyst is C(Cl)Cl. The product is [C:1]([C:3]1[C:8]2[N:9]([CH2:12][C:13]([NH:32][CH2:33][C:34]3[CH:39]=[CH:38][C:37]([C:40]([C:41]#[N:42])([CH3:43])[CH3:44])=[CH:36][C:35]=3[CH3:45])=[O:15])[CH:10]=[N:11][C:7]=2[CH:6]=[CH:5][CH:4]=1)#[N:2]. The yield is 0.300.